This data is from Catalyst prediction with 721,799 reactions and 888 catalyst types from USPTO. The task is: Predict which catalyst facilitates the given reaction. (1) Reactant: C([O:4][CH:5]1[C:9]2=[N:10][C:11]([O:15][CH2:16][C:17]3[CH:22]=[CH:21][CH:20]=[CH:19][N:18]=3)=[CH:12][C:13]([Cl:14])=[C:8]2[CH2:7][CH2:6]1)(=O)C.[N:23]1[CH:28]=[C:27](B(O)O)[CH:26]=[N:25][CH:24]=1.Cl.CCOCC. Product: [N:18]1[CH:19]=[CH:20][CH:21]=[CH:22][C:17]=1[CH2:16][O:15][C:11]1[N:10]=[C:9]2[CH:5]([OH:4])[CH2:6][CH2:7][C:8]2=[C:13]([C:27]2[CH:28]=[N:23][CH:24]=[N:25][CH:26]=2)[CH:12]=1.[ClH:14].[N:18]1[CH:19]=[CH:20][CH:21]=[CH:22][C:17]=1[CH2:16][O:15][C:11]1[N:10]=[C:9]2[CH:5]([OH:4])[CH2:6][CH2:7][C:8]2=[C:13]([C:27]2[CH:28]=[N:23][CH:24]=[N:25][CH:26]=2)[CH:12]=1. The catalyst class is: 13. (2) Reactant: [F:1][C:2]([F:12])([F:11])[O:3][C:4]1[CH:5]=[C:6]([OH:10])[CH:7]=[CH:8][CH:9]=1.Br[CH2:14][CH2:15][CH2:16][OH:17].C(=O)([O-])[O-].[K+].[K+]. Product: [F:1][C:2]([F:11])([F:12])[O:3][C:4]1[CH:5]=[C:6]([CH:7]=[CH:8][CH:9]=1)[O:10][CH2:14][CH2:15][CH2:16][OH:17]. The catalyst class is: 3.